From a dataset of Peptide-MHC class II binding affinity with 134,281 pairs from IEDB. Regression. Given a peptide amino acid sequence and an MHC pseudo amino acid sequence, predict their binding affinity value. This is MHC class II binding data. (1) The peptide sequence is GRLEYCLKDRMNFDI. The MHC is DRB1_0901 with pseudo-sequence DRB1_0901. The binding affinity (normalized) is 0.0635. (2) The binding affinity (normalized) is 0.265. The peptide sequence is YFRNEQSIPPLIQKY. The MHC is HLA-DPA10201-DPB10101 with pseudo-sequence HLA-DPA10201-DPB10101. (3) The binding affinity (normalized) is 1.00. The peptide sequence is AVDDYAGYLLDKNQSDLVTN. The MHC is DRB1_1501 with pseudo-sequence DRB1_1501. (4) The peptide sequence is YEGLSYRSLQPEEFA. The MHC is DRB1_1101 with pseudo-sequence DRB1_1101. The binding affinity (normalized) is 0.357. (5) The peptide sequence is AFKVAATAANAGPAN. The MHC is DRB1_0401 with pseudo-sequence DRB1_0401. The binding affinity (normalized) is 0.690. (6) The peptide sequence is EKKCFAATQFEPLAA. The MHC is HLA-DQA10101-DQB10501 with pseudo-sequence HLA-DQA10101-DQB10501. The binding affinity (normalized) is 0.410. (7) The peptide sequence is NNALQNLARTISEAG. The MHC is DRB1_1302 with pseudo-sequence DRB1_1302. The binding affinity (normalized) is 0.647.